Dataset: Reaction yield outcomes from USPTO patents with 853,638 reactions. Task: Predict the reaction yield, written as a fraction of the theoretical maximum amount of product (1.0 means a 100% yield; for example, 0.34 means a 34% yield). (1) The reactants are [C:1]([C:5]1[CH:10]=[CH:9][C:8](OS(C(F)(F)F)(=O)=O)=[C:7]([Cl:19])[CH:6]=1)([CH3:4])([CH3:3])[CH3:2].Cl.[F:21][C:22]([F:34])([F:33])[O:23][C:24]1[CH:25]=[C:26]([CH2:30][CH2:31][NH2:32])[CH:27]=[CH:28][CH:29]=1.C(N(CC)CC)C.C1C=CC(P(C2C=CC=CC=2)CCCP(C2C=CC=CC=2)C2C=CC=CC=2)=CC=1.CN([CH:74]=[O:75])C. The catalyst is C([O-])(=O)C.[Pd+2].C([O-])(=O)C. The product is [C:1]([C:5]1[CH:10]=[CH:9][C:8]([C:74]([NH:32][CH2:31][CH2:30][C:26]2[CH:27]=[CH:28][CH:29]=[C:24]([O:23][C:22]([F:33])([F:34])[F:21])[CH:25]=2)=[O:75])=[C:7]([Cl:19])[CH:6]=1)([CH3:2])([CH3:3])[CH3:4]. The yield is 0.100. (2) The reactants are [OH:1][C:2]1[CH:7]=[CH:6][C:5](B(O)O)=[CH:4][CH:3]=1.Br[C:12]1[C:16]2[CH:17]=[C:18]([C:21]([O:23][CH3:24])=[O:22])[CH:19]=[CH:20][C:15]=2[S:14][CH:13]=1.C(=O)([O-])[O-].[Na+].[Na+].C(OCC)(=O)C. The catalyst is C(O)C.COCCOC.[Pd].C1(P(C2C=CC=CC=2)C2C=CC=CC=2)C=CC=CC=1.C1(P(C2C=CC=CC=2)C2C=CC=CC=2)C=CC=CC=1.C1(P(C2C=CC=CC=2)C2C=CC=CC=2)C=CC=CC=1.C1(P(C2C=CC=CC=2)C2C=CC=CC=2)C=CC=CC=1. The product is [OH:1][C:2]1[CH:7]=[CH:6][C:5]([C:12]2[C:16]3[CH:17]=[C:18]([C:21]([O:23][CH3:24])=[O:22])[CH:19]=[CH:20][C:15]=3[S:14][CH:13]=2)=[CH:4][CH:3]=1. The yield is 0.560. (3) The reactants are [C:1]([C:3]1[N:11]=[CH:10][C:9]2[N:8](COCC[Si](C)(C)C)[C:7]3[N:20]=[CH:21][CH:22]=[C:23]([N:24]4[CH2:29][CH2:28][CH2:27][C@H:26]([N:30]([CH2:38][CH3:39])C(=O)OC(C)(C)C)[CH2:25]4)[C:6]=3[C:5]=2[CH:4]=1)#[N:2].Br.[OH-].[Na+].Cl. The catalyst is O1CCOCC1. The product is [CH2:38]([NH:30][C@H:26]1[CH2:27][CH2:28][CH2:29][N:24]([C:23]2[C:6]3[C:5]4[CH:4]=[C:3]([C:1]#[N:2])[N:11]=[CH:10][C:9]=4[NH:8][C:7]=3[N:20]=[CH:21][CH:22]=2)[CH2:25]1)[CH3:39]. The yield is 0.400. (4) The product is [CH2:21]([NH:13][S:10]([C:24]([CH3:26])([CH3:14])[CH3:23])(=[O:11])=[O:12])[CH3:22]. No catalyst specified. The reactants are C(C1C=CSC=1[S:10]([NH2:13])(=[O:12])=[O:11])(C)(C)C.[C:14](=O)([O-])[O-].[K+].[K+].I[CH2:21][CH3:22].[CH3:23][C:24]([CH3:26])=O. The yield is 0.850. (5) The reactants are [O:1]=[C:2]1[C:7]([C:8]([OH:10])=O)=[CH:6][C:5]([C:11]2[CH:16]=[CH:15][CH:14]=[CH:13][CH:12]=2)=[CH:4][NH:3]1.[NH2:17][C:18]1[CH:23]=[CH:22][CH:21]=[CH:20][CH:19]=1.OC1C2N=NNC=2C=CC=1.CN(C1C=CC=CN=1)C.C(Cl)CCl. The catalyst is O1CCCC1. The product is [C:18]1([NH:17][C:8]([C:7]2[C:2](=[O:1])[NH:3][CH:4]=[C:5]([C:11]3[CH:16]=[CH:15][CH:14]=[CH:13][CH:12]=3)[CH:6]=2)=[O:10])[CH:23]=[CH:22][CH:21]=[CH:20][CH:19]=1. The yield is 0.340. (6) The reactants are [Br:1][C:2]1[CH:10]=[C:9]2[C:5]([C:6]([CH:34]([F:36])[F:35])=[N:7][N:8]2[S:11]([C:14]2[CH:15]=[CH:16][C:17]([O:32][CH3:33])=[C:18]([N:20]3[CH2:25][CH2:24][N:23](C(=O)C(F)(F)F)[CH2:22][CH2:21]3)[CH:19]=2)(=[O:13])=[O:12])=[CH:4][CH:3]=1.C(=O)([O-])[O-].[K+].[K+]. The catalyst is C1COCC1.C(O)(C)(C)C. The product is [Br:1][C:2]1[CH:10]=[C:9]2[C:5]([C:6]([CH:34]([F:35])[F:36])=[N:7][N:8]2[S:11]([C:14]2[CH:15]=[CH:16][C:17]([O:32][CH3:33])=[C:18]([N:20]3[CH2:21][CH2:22][NH:23][CH2:24][CH2:25]3)[CH:19]=2)(=[O:13])=[O:12])=[CH:4][CH:3]=1. The yield is 0.488.